Task: Predict the reaction yield, written as a fraction of the theoretical maximum amount of product (1.0 means a 100% yield; for example, 0.34 means a 34% yield).. Dataset: Reaction yield outcomes from USPTO patents with 853,638 reactions The reactants are B(Cl)(Cl)Cl.[Br:5][C:6]1[CH:11]=[CH:10][C:9]([OH:12])=[CH:8][C:7]=1[CH3:13].CS[C:16]#[N:17].[Al+3].[Cl-].[Cl-].[Cl-]. The catalyst is ClC(Cl)C. The product is [CH3:13][C:7]1[C:6]([Br:5])=[CH:11][C:10]([C:16]#[N:17])=[C:9]([OH:12])[CH:8]=1. The yield is 0.470.